This data is from NCI-60 drug combinations with 297,098 pairs across 59 cell lines. The task is: Regression. Given two drug SMILES strings and cell line genomic features, predict the synergy score measuring deviation from expected non-interaction effect. (1) Drug 1: CC1C(C(CC(O1)OC2CC(OC(C2O)C)OC3=CC4=CC5=C(C(=O)C(C(C5)C(C(=O)C(C(C)O)O)OC)OC6CC(C(C(O6)C)O)OC7CC(C(C(O7)C)O)OC8CC(C(C(O8)C)O)(C)O)C(=C4C(=C3C)O)O)O)O. Drug 2: CCCCC(=O)OCC(=O)C1(CC(C2=C(C1)C(=C3C(=C2O)C(=O)C4=C(C3=O)C=CC=C4OC)O)OC5CC(C(C(O5)C)O)NC(=O)C(F)(F)F)O. Cell line: ACHN. Synergy scores: CSS=49.6, Synergy_ZIP=-0.615, Synergy_Bliss=-3.19, Synergy_Loewe=-3.38, Synergy_HSA=0.102. (2) Drug 1: C1=CC(=CC=C1CC(C(=O)O)N)N(CCCl)CCCl.Cl. Drug 2: CN(CCCl)CCCl.Cl. Cell line: HL-60(TB). Synergy scores: CSS=50.7, Synergy_ZIP=1.65, Synergy_Bliss=2.41, Synergy_Loewe=-3.78, Synergy_HSA=0.354.